Dataset: Full USPTO retrosynthesis dataset with 1.9M reactions from patents (1976-2016). Task: Predict the reactants needed to synthesize the given product. (1) The reactants are: [H-].[H-].[H-].[H-].[Li+].[Al+3].[NH2:7][C@:8]1([C:30](OC)=[O:31])[CH2:12][CH2:11][C@@H:10]([C:13]2[CH:18]=[CH:17][C:16]([C:19]#[C:20][CH2:21][O:22][CH2:23][C:24]3[CH:29]=[CH:28][CH:27]=[CH:26][CH:25]=3)=[CH:15][CH:14]=2)[CH2:9]1.[OH-].[Na+].[O-]S([O-])(=O)=O.[Na+].[Na+]. Given the product [NH2:7][C@:8]1([CH2:30][OH:31])[CH2:12][CH2:11][C@@H:10]([C:13]2[CH:18]=[CH:17][C:16]([C:19]#[C:20][CH2:21][O:22][CH2:23][C:24]3[CH:25]=[CH:26][CH:27]=[CH:28][CH:29]=3)=[CH:15][CH:14]=2)[CH2:9]1, predict the reactants needed to synthesize it. (2) The reactants are: [OH:1][C:2]1[CH:10]=[CH:9][C:8]2[N:7]3[CH2:11][CH2:12][CH:13]([CH2:14][C:15]([O:17][CH2:18][CH3:19])=[O:16])[C:6]3=[CH:5][C:4]=2[C:3]=1[CH3:20].C(=O)([O-])[O-].[Cs+].[Cs+].Cl[CH2:28][C:29]1[CH:30]=[CH:31][C:32]([O:37][CH:38]([CH3:40])[CH3:39])=[C:33]([CH:36]=1)[C:34]#[N:35]. Given the product [C:34]([C:33]1[CH:36]=[C:29]([CH:30]=[CH:31][C:32]=1[O:37][CH:38]([CH3:40])[CH3:39])[CH2:28][O:1][C:2]1[CH:10]=[CH:9][C:8]2[N:7]3[CH2:11][CH2:12][CH:13]([CH2:14][C:15]([O:17][CH2:18][CH3:19])=[O:16])[C:6]3=[CH:5][C:4]=2[C:3]=1[CH3:20])#[N:35], predict the reactants needed to synthesize it.